From a dataset of Forward reaction prediction with 1.9M reactions from USPTO patents (1976-2016). Predict the product of the given reaction. (1) Given the reactants [CH:1]1([CH:4]([O:10][C:11]2[C:20]3[C:15](=[CH:16][CH:17]=[CH:18][CH:19]=3)[CH:14]=[CH:13][CH:12]=2)[C:5]([O:7]CC)=[O:6])[CH2:3][CH2:2]1.[OH-].[Na+], predict the reaction product. The product is: [CH:1]1([CH:4]([O:10][C:11]2[C:20]3[C:15](=[CH:16][CH:17]=[CH:18][CH:19]=3)[CH:14]=[CH:13][CH:12]=2)[C:5]([OH:7])=[O:6])[CH2:3][CH2:2]1. (2) Given the reactants Br[C:2]1[N:7]2[CH:8]=[C:9](/[CH:11]=[CH:12]/[C:13]3[CH:22]=[CH:21][C:20]4[C:15](=[CH:16][CH:17]=[CH:18][CH:19]=4)[N:14]=3)[N:10]=[C:6]2[C:5]([N:23]2[CH2:28][CH2:27][O:26][CH2:25][CH2:24]2)=[N:4][CH:3]=1.[Si:29]([O:36][CH2:37][CH2:38][NH:39][S:40]([C:43]1[CH:48]=[CH:47][C:46](B(O)O)=[CH:45][CH:44]=1)(=[O:42])=[O:41])([C:32]([CH3:35])([CH3:34])[CH3:33])([CH3:31])[CH3:30], predict the reaction product. The product is: [Si:29]([O:36][CH2:37][CH2:38][NH:39][S:40]([C:43]1[CH:48]=[CH:47][C:46]([C:2]2[N:7]3[CH:8]=[C:9](/[CH:11]=[CH:12]/[C:13]4[CH:22]=[CH:21][C:20]5[C:15](=[CH:16][CH:17]=[CH:18][CH:19]=5)[N:14]=4)[N:10]=[C:6]3[C:5]([N:23]3[CH2:24][CH2:25][O:26][CH2:27][CH2:28]3)=[N:4][CH:3]=2)=[CH:45][CH:44]=1)(=[O:42])=[O:41])([C:32]([CH3:35])([CH3:34])[CH3:33])([CH3:31])[CH3:30]. (3) Given the reactants [CH2:1]([O:3][C:4]([C:6]1[CH:11]=[CH:10][CH:9]=[C:8]([S:12][C:13]2[C:21]3[C:16](=[CH:17][C:18]([Cl:22])=[CH:19][CH:20]=3)[NH:15][C:14]=2[CH3:23])[N:7]=1)=[O:5])[CH3:2].Br[C:25]1[CH:26]=[N:27][N:28]([CH2:30][CH2:31][CH3:32])[CH:29]=1, predict the reaction product. The product is: [CH2:1]([O:3][C:4]([C:6]1[CH:11]=[CH:10][CH:9]=[C:8]([S:12][C:13]2[C:21]3[C:16](=[CH:17][C:18]([Cl:22])=[CH:19][CH:20]=3)[N:15]([C:25]3[CH:26]=[N:27][N:28]([CH2:30][CH2:31][CH3:32])[CH:29]=3)[C:14]=2[CH3:23])[N:7]=1)=[O:5])[CH3:2].